From a dataset of NCI-60 drug combinations with 297,098 pairs across 59 cell lines. Regression. Given two drug SMILES strings and cell line genomic features, predict the synergy score measuring deviation from expected non-interaction effect. Drug 1: CC(CN1CC(=O)NC(=O)C1)N2CC(=O)NC(=O)C2. Drug 2: C1=CN(C(=O)N=C1N)C2C(C(C(O2)CO)O)O.Cl. Cell line: HCT116. Synergy scores: CSS=61.1, Synergy_ZIP=1.14, Synergy_Bliss=1.25, Synergy_Loewe=-1.63, Synergy_HSA=7.46.